Task: Regression. Given two drug SMILES strings and cell line genomic features, predict the synergy score measuring deviation from expected non-interaction effect.. Dataset: NCI-60 drug combinations with 297,098 pairs across 59 cell lines (1) Drug 1: CC1=C2C(C(=O)C3(C(CC4C(C3C(C(C2(C)C)(CC1OC(=O)C(C(C5=CC=CC=C5)NC(=O)OC(C)(C)C)O)O)OC(=O)C6=CC=CC=C6)(CO4)OC(=O)C)OC)C)OC. Drug 2: C1CCC(C(C1)N)N.C(=O)(C(=O)[O-])[O-].[Pt+4]. Cell line: U251. Synergy scores: CSS=53.5, Synergy_ZIP=2.96, Synergy_Bliss=4.00, Synergy_Loewe=-2.75, Synergy_HSA=6.53. (2) Drug 1: CN1C(=O)N2C=NC(=C2N=N1)C(=O)N. Drug 2: CC(C)(C#N)C1=CC(=CC(=C1)CN2C=NC=N2)C(C)(C)C#N. Cell line: NCI-H522. Synergy scores: CSS=1.65, Synergy_ZIP=-0.612, Synergy_Bliss=0.298, Synergy_Loewe=0.392, Synergy_HSA=0.469. (3) Drug 2: C1CN(P(=O)(OC1)NCCCl)CCCl. Drug 1: C1CCC(C1)C(CC#N)N2C=C(C=N2)C3=C4C=CNC4=NC=N3. Cell line: HCT-15. Synergy scores: CSS=5.66, Synergy_ZIP=3.11, Synergy_Bliss=4.79, Synergy_Loewe=2.42, Synergy_HSA=2.66. (4) Cell line: A498. Synergy scores: CSS=-2.50, Synergy_ZIP=0.0303, Synergy_Bliss=1.80, Synergy_Loewe=-2.45, Synergy_HSA=-2.19. Drug 2: C1=NC2=C(N=C(N=C2N1C3C(C(C(O3)CO)O)O)F)N. Drug 1: C1=CC(=CC=C1CC(C(=O)O)N)N(CCCl)CCCl.Cl. (5) Drug 1: C1=NC2=C(N1)C(=S)N=C(N2)N. Drug 2: COC1=NC(=NC2=C1N=CN2C3C(C(C(O3)CO)O)O)N. Cell line: MCF7. Synergy scores: CSS=33.4, Synergy_ZIP=3.53, Synergy_Bliss=3.17, Synergy_Loewe=-24.4, Synergy_HSA=1.13.